From a dataset of Tox21: 12 toxicity assays (nuclear receptors and stress response pathways). Binary classification across 12 toxicity assays. (1) The molecule is CC1(c2ccc(Oc3ccccc3)cc2)OC(=O)N(Nc2ccccc2)C1=O. It tested positive (active) for: SR-ARE (Antioxidant Response Element (oxidative stress)), and SR-MMP (Mitochondrial Membrane Potential disruption). (2) The drug is N=C(N)NN. It tested positive (active) for: NR-AhR (Aryl hydrocarbon Receptor agonist activity). (3) The drug is C#CCN(C)CCCOc1ccc(Cl)cc1Cl. It tested positive (active) for: NR-ER (Estrogen Receptor agonist activity), and SR-ARE (Antioxidant Response Element (oxidative stress)). (4) The drug is c1ccc([C@H]2CN3CCSC3=N2)cc1. It tested positive (active) for: NR-ER (Estrogen Receptor agonist activity). (5) The drug is Cc1c(Cl)cccc1Nc1ccccc1C(=O)O. It tested positive (active) for: SR-ARE (Antioxidant Response Element (oxidative stress)), SR-MMP (Mitochondrial Membrane Potential disruption), and SR-p53 (p53 tumor suppressor activation). (6) The compound is COc1ccc(C(=O)c2ccccc2)c(O)c1. It tested positive (active) for: NR-AhR (Aryl hydrocarbon Receptor agonist activity), NR-ER (Estrogen Receptor agonist activity), and NR-ER-LBD (Estrogen Receptor Ligand Binding Domain agonist). (7) The drug is COc1cc2c(c(OC)c1OC)-c1ccc(OC)c(=O)cc1[C@@H](NC(C)=O)CC2. It tested positive (active) for: SR-ARE (Antioxidant Response Element (oxidative stress)), SR-ATAD5 (ATAD5 genotoxicity (DNA damage)), and SR-MMP (Mitochondrial Membrane Potential disruption). (8) The molecule is Oc1ccc(C2(c3ccc(O)cc3)CC3CC2C2CCCC32)cc1. It tested positive (active) for: NR-Aromatase (Aromatase enzyme inhibition), SR-ARE (Antioxidant Response Element (oxidative stress)), SR-HSE (Heat Shock Element response), and SR-MMP (Mitochondrial Membrane Potential disruption). (9) The drug is S=C(SSC(=S)N1CCCCC1)N1CCCCC1. It tested positive (active) for: NR-ER-LBD (Estrogen Receptor Ligand Binding Domain agonist), and SR-ATAD5 (ATAD5 genotoxicity (DNA damage)).